Dataset: M1 muscarinic receptor agonist screen with 61,833 compounds. Task: Binary Classification. Given a drug SMILES string, predict its activity (active/inactive) in a high-throughput screening assay against a specified biological target. (1) The molecule is S=C(N)c1c(n(c2nc3n(c(=O)c2c1)cccc3C)CCCOC)=N. The result is 0 (inactive). (2) The molecule is S(CC(OC1CCCCC1)=O)c1n(c(nn1)CNc1ccc(F)cc1)CC. The result is 0 (inactive).